Dataset: Forward reaction prediction with 1.9M reactions from USPTO patents (1976-2016). Task: Predict the product of the given reaction. (1) Given the reactants Br[C:2]1[CH:6]=[N:5][N:4]([CH2:7][CH3:8])[C:3]=1[CH:9]([OH:19])[CH2:10][CH2:11][CH2:12][C:13]1[CH:18]=[CH:17][CH:16]=[CH:15][CH:14]=1.[CH2:20]([O:22][C:23]([C:25]1([C:28]2[CH:33]=[CH:32][C:31]([C:34]3[CH:39]=[CH:38][C:37](B4OC(C)(C)C(C)(C)O4)=[CH:36][CH:35]=3)=[CH:30][CH:29]=2)[CH2:27][CH2:26]1)=[O:24])[CH3:21], predict the reaction product. The product is: [CH2:20]([O:22][C:23]([C:25]1([C:28]2[CH:29]=[CH:30][C:31]([C:34]3[CH:35]=[CH:36][C:37]([C:2]4[CH:6]=[N:5][N:4]([CH2:7][CH3:8])[C:3]=4[CH:9]([OH:19])[CH2:10][CH2:11][CH2:12][C:13]4[CH:18]=[CH:17][CH:16]=[CH:15][CH:14]=4)=[CH:38][CH:39]=3)=[CH:32][CH:33]=2)[CH2:27][CH2:26]1)=[O:24])[CH3:21]. (2) Given the reactants [O:1]1CCCC1.[CH3:16][O:15][CH2:14][CH2:13]O[AlH2-]O[CH2:13][CH2:14][O:15][CH3:16].[Na+].[C:18]1([CH3:24])[CH:23]=[CH:22][CH:21]=C[CH:19]=1, predict the reaction product. The product is: [CH3:24][C:18]([CH2:23][CH2:22][CH3:21])=[CH:19][C:16]([O:15][CH2:14][CH3:13])=[O:1].